Dataset: Full USPTO retrosynthesis dataset with 1.9M reactions from patents (1976-2016). Task: Predict the reactants needed to synthesize the given product. (1) Given the product [F:85][C:41]1([F:40])[CH2:42][CH2:43][CH:44]([C:47]2[C:56]3[CH:55]([OH:57])[CH2:54][C:53]([CH3:58])([CH3:59])[CH2:52][C:51]=3[N:50]=[C:49]([CH:60]3[CH2:61][CH2:62][N:63]([C:66]4[N:71]=[CH:70][C:69]([O:72][CH2:17][CH:12]([CH2:13][OH:14])[CH2:11][OH:10])=[CH:68][N:67]=4)[CH2:64][CH2:65]3)[C:48]=2[CH:73]([F:84])[C:74]2[CH:75]=[CH:76][C:77]([C:80]([F:82])([F:81])[F:83])=[CH:78][CH:79]=2)[CH2:45][CH2:46]1, predict the reactants needed to synthesize it. The reactants are: C1(C)C=CC(S([O:10][CH2:11][CH:12]2[CH2:17]OC(C)(C)[O:14][CH2:13]2)(=O)=O)=CC=1.C1(C)C=CC(S(OC[C@@H]2COC(C)(C)O2)(=O)=O)=CC=1.[F:40][C:41]1([F:85])[CH2:46][CH2:45][CH:44]([C:47]2[C:56]3[CH:55]([OH:57])[CH2:54][C:53]([CH3:59])([CH3:58])[CH2:52][C:51]=3[N:50]=[C:49]([CH:60]3[CH2:65][CH2:64][N:63]([C:66]4[N:71]=[CH:70][C:69]([OH:72])=[CH:68][N:67]=4)[CH2:62][CH2:61]3)[C:48]=2[CH:73]([F:84])[C:74]2[CH:79]=[CH:78][C:77]([C:80]([F:83])([F:82])[F:81])=[CH:76][CH:75]=2)[CH2:43][CH2:42]1. (2) Given the product [CH2:16]([O:18][C:19](=[O:24])/[CH:20]=[C:21](/[O:15][C:11]1[CH:12]=[CH:13][CH:14]=[C:9]([O:8][CH3:7])[CH:10]=1)\[CH3:22])[CH3:17], predict the reactants needed to synthesize it. The reactants are: CC(C)([O-])C.[K+].[CH3:7][O:8][C:9]1[CH:10]=[C:11]([OH:15])[CH:12]=[CH:13][CH:14]=1.[CH2:16]([O:18][C:19](=[O:24])[CH:20]=[C:21](Cl)[CH3:22])[CH3:17]. (3) The reactants are: Br[C:2]1[C:10]2[S:9][C:8]([NH:11][C:12](=[O:16])[NH:13][CH2:14][CH3:15])=[N:7][C:6]=2[CH:5]=[C:4]([C:17]2[CH:18]=[N:19][C:20]([N:23]3[CH2:28][CH2:27][C:26]([CH3:34])([C:29]([O:31][CH2:32][CH3:33])=[O:30])[CH2:25][CH2:24]3)=[N:21][CH:22]=2)[CH:3]=1.[C:35]([C:37]1[N:41]([CH3:42])[CH:40]=[N:39][CH:38]=1)#[CH:36]. Given the product [CH2:14]([NH:13][C:12]([NH:11][C:8]1[S:9][C:10]2[C:2]([C:36]#[C:35][C:37]3[N:41]([CH3:42])[CH:40]=[N:39][CH:38]=3)=[CH:3][C:4]([C:17]3[CH:22]=[N:21][C:20]([N:23]4[CH2:24][CH2:25][C:26]([CH3:34])([C:29]([O:31][CH2:32][CH3:33])=[O:30])[CH2:27][CH2:28]4)=[N:19][CH:18]=3)=[CH:5][C:6]=2[N:7]=1)=[O:16])[CH3:15], predict the reactants needed to synthesize it. (4) Given the product [CH2:1]([NH:5][C:6](=[O:11])[O:7][CH2:8][C:9]#[C:10][I:14])[CH2:2][CH2:3][CH3:4], predict the reactants needed to synthesize it. The reactants are: [CH2:1]([NH:5][C:6](=[O:11])[O:7][CH2:8][C:9]#[CH:10])[CH2:2][CH2:3][CH3:4].[OH-].[Na+].[I-:14].[Na+].ClCl. (5) Given the product [OH:1][C@@H:2]1[CH2:6][CH2:5][N:4]([C:7]2[C:28]([C:29]3[NH:33][N:32]=[CH:31][CH:30]=3)=[CH:27][C:10]([C:11]([NH:13][C:14]3[CH:15]=[CH:16][C:17]([C:20]([F:26])([F:25])[C:21]([F:22])([F:23])[F:24])=[CH:18][CH:19]=3)=[O:12])=[CH:9][N:8]=2)[CH2:3]1, predict the reactants needed to synthesize it. The reactants are: [OH:1][C@@H:2]1[CH2:6][CH2:5][N:4]([C:7]2[C:28]([C:29]3[N:33](COCC[Si](C)(C)C)[N:32]=[CH:31][CH:30]=3)=[CH:27][C:10]([C:11]([NH:13][C:14]3[CH:19]=[CH:18][C:17]([C:20]([F:26])([F:25])[C:21]([F:24])([F:23])[F:22])=[CH:16][CH:15]=3)=[O:12])=[CH:9][N:8]=2)[CH2:3]1.C=C.CCCC[N+](CCCC)(CCCC)CCCC.[F-].C1COCC1. (6) Given the product [Br:1][C:2]1[CH:3]=[N:4][C:5]2[N:6]([N:8]=[C:9]([C:11]([N:28]3[CH2:27][CH2:26][N:25]4[C:21]([C:18]5[CH:19]=[N:20][C:15]([F:14])=[CH:16][CH:17]=5)=[N:22][N:23]=[C:24]4[CH:29]3[CH3:30])=[O:13])[CH:10]=2)[CH:7]=1, predict the reactants needed to synthesize it. The reactants are: [Br:1][C:2]1[CH:3]=[N:4][C:5]2[N:6]([N:8]=[C:9]([C:11]([OH:13])=O)[CH:10]=2)[CH:7]=1.[F:14][C:15]1[N:20]=[CH:19][C:18]([C:21]2[N:25]3[CH2:26][CH2:27][NH:28][CH:29]([CH3:30])[C:24]3=[N:23][N:22]=2)=[CH:17][CH:16]=1. (7) Given the product [CH3:1][O:2][C:3]([CH:5]([C:7]1[CH:8]=[N:9][N:10]2[CH2:15][C@H:14]([CH3:16])[N:13]([C:17]([O:19][C:20]([CH3:22])([CH3:21])[CH3:23])=[O:18])[CH2:12][C:11]=12)[CH2:6][CH2:27][N+:24]([O-:26])=[O:25])=[O:4], predict the reactants needed to synthesize it. The reactants are: [CH3:1][O:2][C:3]([C:5]([C:7]1[CH:8]=[N:9][N:10]2[CH2:15][C@H:14]([CH3:16])[N:13]([C:17]([O:19][C:20]([CH3:23])([CH3:22])[CH3:21])=[O:18])[CH2:12][C:11]=12)=[CH2:6])=[O:4].[N+:24]([CH3:27])([O-:26])=[O:25].C1CCN2C(=NCCC2)CC1. (8) Given the product [Cl:14][C:12]1[CH:13]=[C:8]([NH:7][C:5](=[O:6])[C:4]2[CH:21]=[CH:22][CH:23]=[C:2]([Cl:1])[CH:3]=2)[C:9]([N:15]2[CH2:20][CH2:19][N:18]([CH2:25][C:26]([OH:28])=[O:27])[CH2:17][CH2:16]2)=[N:10][CH:11]=1, predict the reactants needed to synthesize it. The reactants are: [Cl:1][C:2]1[CH:3]=[C:4]([CH:21]=[CH:22][CH:23]=1)[C:5]([NH:7][C:8]1[C:9]([N:15]2[CH2:20][CH2:19][NH:18][CH2:17][CH2:16]2)=[N:10][CH:11]=[C:12]([Cl:14])[CH:13]=1)=[O:6].Cl[CH2:25][C:26]([OH:28])=[O:27]. (9) Given the product [ClH:1].[NH2:18][CH2:17][C:16]1[CH:22]=[CH:23][C:13]([S:10]([C:7]2[N:8]=[CH:9][C:4]([N:3]([CH3:24])[CH3:2])=[N:5][CH:6]=2)(=[O:11])=[O:12])=[CH:14][CH:15]=1, predict the reactants needed to synthesize it. The reactants are: [ClH:1].[CH3:2][N:3]([CH3:24])[C:4]1[N:5]=[CH:6][C:7]([S:10]([C:13]2[CH:23]=[CH:22][C:16]([CH2:17][NH:18]C(=O)C)=[CH:15][CH:14]=2)(=[O:12])=[O:11])=[N:8][CH:9]=1. (10) The reactants are: [Cl:1][C:2]1[CH:7]=[CH:6][C:5]([CH2:8][CH2:9][OH:10])=[C:4]([C:11]([F:14])([F:13])[F:12])[CH:3]=1.CC(C)=[O:17].OS(O)(=O)=O.O=[Cr](=O)=O. Given the product [Cl:1][C:2]1[CH:7]=[CH:6][C:5]([CH2:8][C:9]([OH:17])=[O:10])=[C:4]([C:11]([F:12])([F:13])[F:14])[CH:3]=1, predict the reactants needed to synthesize it.